From a dataset of Catalyst prediction with 721,799 reactions and 888 catalyst types from USPTO. Predict which catalyst facilitates the given reaction. (1) Product: [Br:32][C:33]1[CH:47]=[CH:46][C:36]([C:37]2[N:30]=[C:13]([C:16]3[CH:21]=[CH:20][CH:19]=[CH:18][N:17]=3)[CH:14]=[C:11]([C:2]3[CH:3]=[CH:4][C:5]4[C:10](=[CH:9][CH:8]=[CH:7][CH:6]=4)[CH:1]=3)[CH:38]=2)=[CH:35][CH:34]=1. Reactant: [CH:1]1[C:10]2[C:5](=[CH:6][CH:7]=[CH:8][CH:9]=2)[CH:4]=[CH:3][C:2]=1[CH:11]=O.[C:13]([C:16]1[CH:21]=[CH:20][CH:19]=[CH:18][N:17]=1)(=O)[CH3:14].[OH-].[Na+].CO.C([O-])(=O)C.[NH4+:30].[I-].[Br:32][C:33]1[CH:47]=[CH:46][C:36]([C:37](=O)[CH2:38][N+]2C=CC=CC=2)=[CH:35][CH:34]=1. The catalyst class is: 5. (2) Reactant: Br[C:2]1[CH:10]=[C:9]2[C:5]([CH2:6][CH2:7][C:8]2([CH3:12])[CH3:11])=[CH:4][C:3]=1[O:13][CH3:14].C([Li])CCC.[Cl:20]N1C(=O)CCC1=O.O. Product: [Cl:20][C:2]1[CH:10]=[C:9]2[C:5]([CH2:6][CH2:7][C:8]2([CH3:12])[CH3:11])=[CH:4][C:3]=1[O:13][CH3:14]. The catalyst class is: 1. (3) Reactant: C(OC([N:8]1[C:12]([NH:13][C:14](=[O:32])/[C:15](/[C:21]2[CH:26]=[CH:25][C:24]([S:27]([CH3:30])(=[O:29])=[O:28])=[C:23]([Cl:31])[CH:22]=2)=[N:16]/[O:17][CH:18]([CH3:20])[CH3:19])=[CH:11][CH:10]=[N:9]1)=O)(C)(C)C.Cl. Product: [Cl:31][C:23]1[CH:22]=[C:21](/[C:15](=[N:16]\[O:17][CH:18]([CH3:20])[CH3:19])/[C:14]([NH:13][C:12]2[CH:11]=[CH:10][NH:9][N:8]=2)=[O:32])[CH:26]=[CH:25][C:24]=1[S:27]([CH3:30])(=[O:29])=[O:28]. The catalyst class is: 12. (4) Reactant: [N:1]([C:4]1[CH:11]=[CH:10][C:7]([C:8]#[N:9])=[C:6]([C:12]([F:15])([F:14])[F:13])[CH:5]=1)=[C:2]=[S:3].[C:16]([C:18]1([NH:23][C:24]2[CH:29]=[CH:28][C:27]([CH2:30][CH2:31][CH2:32][C:33]#[N:34])=[CH:26][CH:25]=2)[CH2:22][CH2:21][CH2:20][CH2:19]1)#N.C[OH:36].Cl. Product: [C:33]([CH2:32][CH2:31][CH2:30][C:27]1[CH:28]=[CH:29][C:24]([N:23]2[C:18]3([CH2:22][CH2:21][CH2:20][CH2:19]3)[C:16](=[O:36])[N:1]([C:4]3[CH:11]=[CH:10][C:7]([C:8]#[N:9])=[C:6]([C:12]([F:13])([F:15])[F:14])[CH:5]=3)[C:2]2=[S:3])=[CH:25][CH:26]=1)#[N:34]. The catalyst class is: 18. (5) Reactant: [CH2:1]([S:3]([NH:6][C:7]1[C:8]([CH3:43])=[C:9]([CH:40]=[CH:41][CH:42]=1)[O:10][C:11]1[C:12]([C:28]([NH:30]CC2C=CC(OC)=CC=2)=[O:29])=[C:13]([NH:19][C:20]2[CH:25]=[CH:24][C:23]([I:26])=[CH:22][C:21]=2[F:27])[N:14]([CH3:18])[C:15](=[O:17])[CH:16]=1)(=[O:5])=[O:4])[CH3:2].[Cl-].[Al+3].[Cl-].[Cl-].O.Cl. Product: [CH2:1]([S:3]([NH:6][C:7]1[C:8]([CH3:43])=[C:9]([CH:40]=[CH:41][CH:42]=1)[O:10][C:11]1[C:12]([C:28]([NH2:30])=[O:29])=[C:13]([NH:19][C:20]2[CH:25]=[CH:24][C:23]([I:26])=[CH:22][C:21]=2[F:27])[N:14]([CH3:18])[C:15](=[O:17])[CH:16]=1)(=[O:4])=[O:5])[CH3:2]. The catalyst class is: 520. (6) The catalyst class is: 11. Product: [C:12]1([C:8]2[CH:7]=[CH:6][CH:5]=[CH:4][C:9]=2[OH:10])[CH:11]=[CH:16][CH:15]=[CH:14][CH:13]=1.[CH2:17]([Si:3]([CH2:1][CH3:2])([CH2:19][CH3:20])[C:4]1[CH:5]=[CH:6][CH:7]=[C:8]([C:12]2[CH:13]=[CH:14][CH:15]=[CH:16][CH:11]=2)[C:9]=1[OH:10])[CH3:18].[CH2:17]([Si:3]([CH2:1][CH3:2])([CH2:19][CH3:20])[C:4]1[CH:9]=[C:8]([C:12]2[CH:13]=[CH:14][CH:15]=[CH:16][C:11]=2[OH:10])[CH:7]=[CH:6][CH:5]=1)[CH3:18]. Reactant: [CH2:1]([Si:3]([CH2:19][CH3:20])([CH2:17][CH3:18])[C:4]1[C:9]2[O:10][C:11]3[CH:16]=[CH:15][CH:14]=[CH:13][C:12]=3[C:8]=2[CH:7]=[CH:6][CH:5]=1)[CH3:2].CC([O-])(C)C.[K+].[SiH](CC)(CC)CC. (7) Reactant: [CH2:1]([O:8][C:9]1[CH:18]=[CH:17][C:16]2[C:11](=[CH:12][CH:13]=[CH:14][CH:15]=2)[C:10]=1[CH:19]([O:25][C:26]([CH3:29])([CH3:28])[CH3:27])[C:20]([O:22]CC)=[O:21])[C:2]1[CH:7]=[CH:6][CH:5]=[CH:4][CH:3]=1.[OH-].[K+]. Product: [CH2:1]([O:8][C:9]1[CH:18]=[CH:17][C:16]2[C:11](=[CH:12][CH:13]=[CH:14][CH:15]=2)[C:10]=1[CH:19]([O:25][C:26]([CH3:29])([CH3:28])[CH3:27])[C:20]([OH:22])=[O:21])[C:2]1[CH:3]=[CH:4][CH:5]=[CH:6][CH:7]=1. The catalyst class is: 40.